From a dataset of Catalyst prediction with 721,799 reactions and 888 catalyst types from USPTO. Predict which catalyst facilitates the given reaction. Reactant: C(NC(C)C)(C)C.[CH2:8]([Li])[CH2:9][CH2:10][CH3:11].[C:13]([C:15]1[C:16](=[O:22])[NH:17][C:18](C)=[CH:19][CH:20]=1)#[N:14].BrCCC. Product: [CH2:8]([C:18]1[NH:17][C:16](=[O:22])[C:15]([C:13]#[N:14])=[CH:20][CH:19]=1)[CH2:9][CH2:10][CH3:11]. The catalyst class is: 1.